Dataset: Forward reaction prediction with 1.9M reactions from USPTO patents (1976-2016). Task: Predict the product of the given reaction. (1) The product is: [Cl:1][C:2]1[N:28]=[CH:27][C:5]2[C:6]3[N:10]([CH:9]=[C:8]([C:14]4[N:15]([CH2:22][C:23]([F:26])([F:25])[F:24])[N:16]=[C:17]([CH2:19][OH:20])[N:18]=4)[N:7]=3)[CH2:11][CH2:12][O:13][C:4]=2[CH:3]=1. Given the reactants [Cl:1][C:2]1[N:28]=[CH:27][C:5]2[C:6]3[N:10]([CH2:11][CH2:12][O:13][C:4]=2[CH:3]=1)[CH:9]=[C:8]([C:14]1[N:15]([CH2:22][C:23]([F:26])([F:25])[F:24])[N:16]=[C:17]([CH2:19][O:20]C)[N:18]=1)[N:7]=3.[OH-].[K+], predict the reaction product. (2) Given the reactants C(=O)([O-])[O-].[Ag+2:5].[N+]([O-])([O-])=O.[Ag+].C(O)C(C)C.[Ag].[C:17]([OH:36])(=[O:35])[CH2:18][CH2:19][CH2:20][CH2:21][CH2:22][CH2:23][CH2:24]/[CH:25]=[CH:26]\[CH2:27][CH2:28][CH2:29][CH2:30][CH2:31][CH2:32][CH2:33][CH3:34], predict the reaction product. The product is: [C:17]([O-:36])(=[O:35])[CH2:18][CH2:19][CH2:20][CH2:21][CH2:22][CH2:23][CH2:24]/[CH:25]=[CH:26]\[CH2:27][CH2:28][CH2:29][CH2:30][CH2:31][CH2:32][CH2:33][CH3:34].[Ag+:5]. (3) Given the reactants [C:1]1([N:7]=[C:8]=[O:9])[CH:6]=[CH:5][CH:4]=[CH:3][CH:2]=1.[CH2:10]([N:17]1[C:21]2([CH2:26][CH2:25][NH:24][CH2:23][CH2:22]2)[NH:20][CH:19]([CH2:27][C:28]2[CH:33]=[CH:32][CH:31]=[CH:30][CH:29]=2)[C:18]1=[O:34])[C:11]1[CH:16]=[CH:15][CH:14]=[CH:13][CH:12]=1, predict the reaction product. The product is: [C:1]1([NH:7][C:8]([N:24]2[CH2:25][CH2:26][C:21]3([N:17]([CH2:10][C:11]4[CH:16]=[CH:15][CH:14]=[CH:13][CH:12]=4)[C:18](=[O:34])[CH:19]([CH2:27][C:28]4[CH:33]=[CH:32][CH:31]=[CH:30][CH:29]=4)[NH:20]3)[CH2:22][CH2:23]2)=[O:9])[CH:6]=[CH:5][CH:4]=[CH:3][CH:2]=1. (4) The product is: [F:1][C:2]1[CH:7]=[CH:6][C:5]([NH:8][C:9]2[C:10]3[C:17]([CH3:18])=[C:16]([C:19]4[NH:30][N:29]=[N:28][N:20]=4)[S:15][C:11]=3[N:12]=[CH:13][N:14]=2)=[C:4]([O:21][CH:22]2[CH2:23][CH2:24][O:25][CH2:26][CH2:27]2)[CH:3]=1. Given the reactants [F:1][C:2]1[CH:7]=[CH:6][C:5]([NH:8][C:9]2[C:10]3[C:17]([CH3:18])=[C:16]([C:19]#[N:20])[S:15][C:11]=3[N:12]=[CH:13][N:14]=2)=[C:4]([O:21][CH:22]2[CH2:27][CH2:26][O:25][CH2:24][CH2:23]2)[CH:3]=1.[N-:28]=[N+:29]=[N-:30].[Na+].[Cl-].[NH4+], predict the reaction product. (5) Given the reactants [Cl:1][C:2]1[CH:7]=[CH:6][CH:5]=[C:4](Cl)[C:3]=1[CH:9]=[C:10]([SH:14])[C:11]([OH:13])=[O:12].[OH-].[K+], predict the reaction product. The product is: [C:11]([C:10]1[S:14][C:4]2[CH:5]=[CH:6][CH:7]=[C:2]([Cl:1])[C:3]=2[CH:9]=1)([OH:13])=[O:12]. (6) Given the reactants [F:1][C:2]1[C:7]([F:8])=[CH:6][CH:5]=[CH:4][C:3]=1[C:9]1([O:14][CH3:15])[CH2:13][CH2:12][NH:11][CH2:10]1.[C:16](#N)[CH3:17].C(=O)([O-])[O-].[Na+].[Na+].ICC, predict the reaction product. The product is: [F:1][C:2]1[C:7]([F:8])=[CH:6][CH:5]=[CH:4][C:3]=1[C:9]1([O:14][CH3:15])[CH2:13][CH2:12][N:11]([CH2:16][CH3:17])[CH2:10]1. (7) Given the reactants [C:1]([O:5][C:6]([N:8]1[CH2:13][CH2:12][C:11]([NH:17][C:18]([O:20][CH2:21][C:22]2[CH:27]=[CH:26][CH:25]=[CH:24][CH:23]=2)=[O:19])([C:14](O)=[O:15])[CH2:10][CH2:9]1)=[O:7])([CH3:4])([CH3:3])[CH3:2].Cl.C[N:30](C)CCCN=C=NCC.ON1C2N=CC=CC=2N=N1.C(N(CC)CC)C.N, predict the reaction product. The product is: [NH2:30][C:14]([C:11]1([NH:17][C:18]([O:20][CH2:21][C:22]2[CH:27]=[CH:26][CH:25]=[CH:24][CH:23]=2)=[O:19])[CH2:10][CH2:9][N:8]([C:6]([O:5][C:1]([CH3:3])([CH3:2])[CH3:4])=[O:7])[CH2:13][CH2:12]1)=[O:15].